From a dataset of Full USPTO retrosynthesis dataset with 1.9M reactions from patents (1976-2016). Predict the reactants needed to synthesize the given product. (1) Given the product [CH:36]1([C:35]([NH:34][C:32]([NH:31][C:6]2[CH:7]=[CH:8][C:9]([O:10][C:11]3[C:16]4=[C:17]([CH3:30])[C:18]([O:20][CH2:21][CH2:22][N:23]5[CH2:24][CH2:25][N:26]([CH3:29])[CH2:27][CH2:28]5)=[CH:19][N:15]4[N:14]=[CH:13][N:12]=3)=[C:4]([F:3])[CH:5]=2)=[O:53])=[O:44])[CH2:37][CH2:38]1, predict the reactants needed to synthesize it. The reactants are: Cl.Cl.[F:3][C:4]1[CH:5]=[C:6]([NH:31][C:32]([NH:34][C:35](=[O:44])[CH2:36][C:37]2C=CC(F)=C[CH:38]=2)=S)[CH:7]=[CH:8][C:9]=1[O:10][C:11]1[C:16]2=[C:17]([CH3:30])[C:18]([O:20][CH2:21][CH2:22][N:23]3[CH2:28][CH2:27][N:26]([CH3:29])[CH2:25][CH2:24]3)=[CH:19][N:15]2[N:14]=[CH:13][N:12]=1.Cl.FC1C=C(C(C(NC2C=CC(F)=CC=2)=O)C(N)=O)C=CC=1[O:53]C1C2=C(C)C(OCCN3CCOCC3)=CN2N=CN=1. (2) Given the product [NH2:30][C:28]1[CH:27]=[CH:26][C:3]([O:4][C:5]2[N:10]=[CH:9][N:8]=[C:7]([NH:11][C:12]([N:14]3[CH2:19][CH2:18][CH:17]([CH2:20][N:21]4[CH2:25][CH2:24][CH2:23][CH2:22]4)[CH2:16][CH2:15]3)=[O:13])[CH:6]=2)=[C:2]([F:1])[CH:29]=1, predict the reactants needed to synthesize it. The reactants are: [F:1][C:2]1[CH:29]=[C:28]([N+:30]([O-])=O)[CH:27]=[CH:26][C:3]=1[O:4][C:5]1[N:10]=[CH:9][N:8]=[C:7]([NH:11][C:12]([N:14]2[CH2:19][CH2:18][CH:17]([CH2:20][N:21]3[CH2:25][CH2:24][CH2:23][CH2:22]3)[CH2:16][CH2:15]2)=[O:13])[CH:6]=1. (3) Given the product [O:29]=[C:28]([NH:18][C:13]1[CH:14]=[CH:15][CH:16]=[C:17]2[C:12]=1[CH:11]=[N:10][N:9]2[CH2:8][CH2:7][N:1]1[CH2:6][CH2:5][CH2:4][CH2:3][CH2:2]1)[CH2:27][NH:26][C:24](=[O:25])[O:23][C:19]([CH3:21])([CH3:20])[CH3:22], predict the reactants needed to synthesize it. The reactants are: [N:1]1([CH2:7][CH2:8][N:9]2[C:17]3[C:12](=[C:13]([NH2:18])[CH:14]=[CH:15][CH:16]=3)[CH:11]=[N:10]2)[CH2:6][CH2:5][CH2:4][CH2:3][CH2:2]1.[C:19]([O:23][C:24]([NH:26][CH2:27][C:28](O)=[O:29])=[O:25])([CH3:22])([CH3:21])[CH3:20].Cl.C(N=C=NC(C)(C)CC)C.ON1C2C=CC=CC=2N=N1.CN1CCOCC1.